From a dataset of Reaction yield outcomes from USPTO patents with 853,638 reactions. Predict the reaction yield, written as a fraction of the theoretical maximum amount of product (1.0 means a 100% yield; for example, 0.34 means a 34% yield). (1) The reactants are [CH3:1][O:2][CH2:3][N:4]1[C:12]2[C:7](=[CH:8][CH:9]=[CH:10][C:11]=2[NH:13][S:14]([C:17]2[S:18][CH:19]=[CH:20][CH:21]=2)(=[O:16])=[O:15])[CH:6]=[C:5]1[C:22]([O:24][CH2:25][CH3:26])=[O:23].CI.[C:29](=O)([O-])[O-].[K+].[K+].CN(C)C=O. The catalyst is O. The product is [CH3:1][O:2][CH2:3][N:4]1[C:12]2[C:7](=[CH:8][CH:9]=[CH:10][C:11]=2[N:13]([CH3:29])[S:14]([C:17]2[S:18][CH:19]=[CH:20][CH:21]=2)(=[O:16])=[O:15])[CH:6]=[C:5]1[C:22]([O:24][CH2:25][CH3:26])=[O:23]. The yield is 0.990. (2) The reactants are [Si:1]([O:8][CH2:9][C:10]1[CH:11]=[C:12]([NH:25][C:26]2[N:31]=[C:30]([C:32]([F:35])([F:34])[F:33])[CH:29]=[CH:28][N:27]=2)[CH:13]=[C:14](B2OC(C)(C)C(C)(C)O2)[CH:15]=1)([C:4]([CH3:7])([CH3:6])[CH3:5])([CH3:3])[CH3:2].C1(P(C2CCCCC2)C2C=CC=CC=2C2C(C(C)C)=CC(C(C)C)=CC=2C(C)C)CCCCC1.C(=O)([O-])[O-].[Cs+].[Cs+].Br[C:77]1[S:81][CH:80]=[N:79][CH:78]=1. The catalyst is C1C=CC(/C=C/C(/C=C/C2C=CC=CC=2)=O)=CC=1.C1C=CC(/C=C/C(/C=C/C2C=CC=CC=2)=O)=CC=1.C1C=CC(/C=C/C(/C=C/C2C=CC=CC=2)=O)=CC=1.[Pd].[Pd].O.O1CCOCC1. The product is [Si:1]([O:8][CH2:9][C:10]1[CH:11]=[C:12]([NH:25][C:26]2[N:31]=[C:30]([C:32]([F:34])([F:35])[F:33])[CH:29]=[CH:28][N:27]=2)[CH:13]=[C:14]([C:77]2[S:81][CH:80]=[N:79][CH:78]=2)[CH:15]=1)([C:4]([CH3:7])([CH3:5])[CH3:6])([CH3:3])[CH3:2]. The yield is 0.600.